The task is: Regression. Given a peptide amino acid sequence and an MHC pseudo amino acid sequence, predict their binding affinity value. This is MHC class II binding data.. This data is from Peptide-MHC class II binding affinity with 134,281 pairs from IEDB. (1) The peptide sequence is LMCEIEGHHLASAAI. The MHC is DRB1_0405 with pseudo-sequence DRB1_0405. The binding affinity (normalized) is 0.247. (2) The peptide sequence is KGLHHLQIILSGKMA. The MHC is DRB5_0101 with pseudo-sequence DRB5_0101. The binding affinity (normalized) is 0.860. (3) The peptide sequence is LNYRPLLPKDRRMII. The MHC is DRB1_0701 with pseudo-sequence DRB1_0701. The binding affinity (normalized) is 0.251. (4) The peptide sequence is TANVPPADKYKTLEA. The MHC is DRB1_1101 with pseudo-sequence DRB1_1101. The binding affinity (normalized) is 0.0656.